Dataset: Full USPTO retrosynthesis dataset with 1.9M reactions from patents (1976-2016). Task: Predict the reactants needed to synthesize the given product. (1) Given the product [CH2:1]([O:8][C:9]1[CH:28]=[CH:27][C:12]([O:13][C:14]2[C:22]([CH3:23])=[CH:21][C:20]([N+:24]([O-:26])=[O:25])=[C:19]3[C:15]=2[CH2:16][CH2:17][CH2:18]3)=[CH:11][C:10]=1[CH:31]=[CH:30][CH:32]1[CH2:36][CH2:35][C:34](=[O:37])[CH2:33]1)[C:2]1[CH:7]=[CH:6][CH:5]=[CH:4][CH:3]=1, predict the reactants needed to synthesize it. The reactants are: [CH2:1]([O:8][C:9]1[CH:28]=[CH:27][C:12]([O:13][C:14]2[C:22]([CH3:23])=[CH:21][C:20]([N+:24]([O-:26])=[O:25])=[C:19]3[C:15]=2[CH2:16][CH2:17][CH2:18]3)=[CH:11][C:10]=1I)[C:2]1[CH:7]=[CH:6][CH:5]=[CH:4][CH:3]=1.[CH:30]([CH:32]1[CH2:36][CH2:35][C:34](=[O:37])[CH2:33]1)=[CH2:31].C1(P(C2C=CC=CC=2)C2C=CC=CC=2)C=CC=CC=1.O. (2) The reactants are: [N+:1]([C:4]1[CH:5]=[C:6]2[C:12]([OH:13])=[N:11][N:10]([S:14]([C:17]3[CH:23]=[CH:22][C:20]([CH3:21])=[CH:19][CH:18]=3)(=[O:16])=[O:15])[C:7]2=[N:8][CH:9]=1)([O-:3])=[O:2].C(=O)([O-])[O-].[Cs+].[Cs+].I[CH2:31][CH:32]1[CH2:35][O:34][CH2:33]1. Given the product [N+:1]([C:4]1[CH:5]=[C:6]2[C:12]([O:13][CH2:31][CH:32]3[CH2:35][O:34][CH2:33]3)=[N:11][N:10]([S:14]([C:17]3[CH:23]=[CH:22][C:20]([CH3:21])=[CH:19][CH:18]=3)(=[O:15])=[O:16])[C:7]2=[N:8][CH:9]=1)([O-:3])=[O:2], predict the reactants needed to synthesize it. (3) Given the product [C:16]([O:20][C:21]([NH:1][C@H:4]1[CH2:9][CH2:8][C@H:7]([C:10]([O:12][CH3:13])=[O:11])[C@H:6]([O:14][CH3:15])[CH2:5]1)=[O:22])([CH3:19])([CH3:18])[CH3:17], predict the reactants needed to synthesize it. The reactants are: [N:1]([C@H:4]1[CH2:9][CH2:8][C@H:7]([C:10]([O:12][CH3:13])=[O:11])[C@H:6]([O:14][CH3:15])[CH2:5]1)=[N+]=[N-].[C:16]([O:20][C:21](O[C:21]([O:20][C:16]([CH3:19])([CH3:18])[CH3:17])=[O:22])=[O:22])([CH3:19])([CH3:18])[CH3:17].[H][H]. (4) The reactants are: [CH3:1][O:2][C:3]1[C:12]2[C:7](=[CH:8][CH:9]=[CH:10][CH:11]=2)[C:6]([O:13][C:14]2[CH:19]=[CH:18][C:17]([N+:20]([O-])=O)=[CH:16][CH:15]=2)=[CH:5][CH:4]=1. Given the product [CH3:1][O:2][C:3]1[C:12]2[C:7](=[CH:8][CH:9]=[CH:10][CH:11]=2)[C:6]([O:13][C:14]2[CH:15]=[CH:16][C:17]([NH2:20])=[CH:18][CH:19]=2)=[CH:5][CH:4]=1, predict the reactants needed to synthesize it.